Dataset: Catalyst prediction with 721,799 reactions and 888 catalyst types from USPTO. Task: Predict which catalyst facilitates the given reaction. (1) Reactant: C(OC([N:8]1[CH2:13][CH2:12][N:11]([C:14](=[O:31])[C:15]2[CH:20]=[CH:19][C:18]([N:21]3[C@H:25]([CH2:26][O:27][CH3:28])[CH2:24][O:23][C:22]3=[O:29])=[C:17]([F:30])[CH:16]=2)[CH2:10][CH2:9]1)=O)(C)(C)C.Cl.C(OCC)(=O)C.C(=O)([O-])O.[Na+]. Product: [F:30][C:17]1[CH:16]=[C:15]([C:14]([N:11]2[CH2:12][CH2:13][NH:8][CH2:9][CH2:10]2)=[O:31])[CH:20]=[CH:19][C:18]=1[N:21]1[C@H:25]([CH2:26][O:27][CH3:28])[CH2:24][O:23][C:22]1=[O:29]. The catalyst class is: 13. (2) Reactant: [CH:1]1([NH:4][C:5](=[O:26])[C:6]2[CH:11]=[CH:10][C:9]([C:12]3[N:16]4[CH:17]=[CH:18][N:19]=[C:20]([NH:21][CH2:22][CH:23]([CH3:25])[CH3:24])[C:15]4=[N:14][CH:13]=3)=[CH:8][CH:7]=2)[CH2:3][CH2:2]1.C1C(=O)N([Br:34])C(=O)C1. Product: [Br:34][C:17]1[N:16]2[C:12]([C:9]3[CH:10]=[CH:11][C:6]([C:5]([NH:4][CH:1]4[CH2:2][CH2:3]4)=[O:26])=[CH:7][CH:8]=3)=[CH:13][N:14]=[C:15]2[C:20]([NH:21][CH2:22][CH:23]([CH3:24])[CH3:25])=[N:19][CH:18]=1. The catalyst class is: 1.